Dataset: Reaction yield outcomes from USPTO patents with 853,638 reactions. Task: Predict the reaction yield, written as a fraction of the theoretical maximum amount of product (1.0 means a 100% yield; for example, 0.34 means a 34% yield). (1) The reactants are [CH2:1]([O:8][C:9]1[CH:10]=[C:11]2[C:16](=[CH:17][CH:18]=1)[C:15](=[O:19])[N:14]([CH2:20][CH:21]([CH3:23])[CH3:22])[C:13]([CH2:24]Cl)=[C:12]2[C:26]1[S:27][CH:28]=[CH:29][CH:30]=1)[C:2]1[CH:7]=[CH:6][CH:5]=[CH:4][CH:3]=1.[C:31]1(=[O:41])[NH:35][C:34](=[O:36])[C:33]2=[CH:37][CH:38]=[CH:39][CH:40]=[C:32]12.[K].O. The catalyst is CN(C)C=O. The product is [CH2:1]([O:8][C:9]1[CH:10]=[C:11]2[C:16](=[CH:17][CH:18]=1)[C:15](=[O:19])[N:14]([CH2:20][CH:21]([CH3:23])[CH3:22])[C:13]([CH2:24][N:35]1[C:31](=[O:41])[C:32]3[C:33](=[CH:37][CH:38]=[CH:39][CH:40]=3)[C:34]1=[O:36])=[C:12]2[C:26]1[S:27][CH:28]=[CH:29][CH:30]=1)[C:2]1[CH:7]=[CH:6][CH:5]=[CH:4][CH:3]=1. The yield is 0.866. (2) The reactants are [Br:1][C:2]1[CH:7]=[CH:6][C:5]([S:8]([N:11]([CH3:13])[CH3:12])(=[O:10])=[O:9])=[CH:4][CH:3]=1.C([Li])CCC.[CH3:19][O:20][C:21]1[CH:61]=[CH:60][C:24]([CH2:25][N:26]([CH2:51][C:52]2[CH:57]=[CH:56][C:55]([O:58][CH3:59])=[CH:54][CH:53]=2)[C:27]2[N:32]=[C:31]([CH3:33])[N:30]=[C:29]([C:34]3[C:35]([NH:42][C:43]4[CH:44]=[N:45][C:46]([O:49][CH3:50])=[CH:47][CH:48]=4)=[N:36][CH:37]=[C:38]([CH:41]=3)[CH:39]=[O:40])[N:28]=2)=[CH:23][CH:22]=1. The catalyst is C1COCC1. The product is [CH3:59][O:58][C:55]1[CH:54]=[CH:53][C:52]([CH2:51][N:26]([CH2:25][C:24]2[CH:23]=[CH:22][C:21]([O:20][CH3:19])=[CH:61][CH:60]=2)[C:27]2[N:32]=[C:31]([CH3:33])[N:30]=[C:29]([C:34]3[CH:41]=[C:38]([CH:39]([OH:40])[C:6]4[CH:7]=[C:2]([Br:1])[CH:3]=[CH:4][C:5]=4[S:8]([N:11]([CH3:13])[CH3:12])(=[O:10])=[O:9])[CH:37]=[N:36][C:35]=3[NH:42][C:43]3[CH:44]=[N:45][C:46]([O:49][CH3:50])=[CH:47][CH:48]=3)[N:28]=2)=[CH:57][CH:56]=1. The yield is 0.186.